From a dataset of Full USPTO retrosynthesis dataset with 1.9M reactions from patents (1976-2016). Predict the reactants needed to synthesize the given product. (1) Given the product [CH3:19][C:11]1([CH3:20])[O:10][C:9](=[O:21])[N:8]([C:5]2[CH:6]=[CH:7][C:2]([N:30]3[C:31]4[CH:32]=[N:33][CH:34]=[CH:35][C:36]=4[NH:28][C:29]3=[O:37])=[CH:3][CH:4]=2)[C@H:12]1[C:13]1[CH:18]=[CH:17][CH:16]=[CH:15][CH:14]=1.[CH3:19][C:11]1([CH3:20])[O:10][C:9](=[O:21])[N:8]([C:5]2[CH:6]=[CH:7][C:2]([N:28]3[C:36]4[CH:35]=[CH:34][N:33]=[CH:32][C:31]=4[NH:30][C:29]3=[O:37])=[CH:3][CH:4]=2)[C@H:12]1[C:13]1[CH:18]=[CH:17][CH:16]=[CH:15][CH:14]=1, predict the reactants needed to synthesize it. The reactants are: Br[C:2]1[CH:7]=[CH:6][C:5]([N:8]2[C@@H:12]([C:13]3[CH:18]=[CH:17][CH:16]=[CH:15][CH:14]=3)[C:11]([CH3:20])([CH3:19])[O:10][C:9]2=[O:21])=[CH:4][CH:3]=1.C(=O)([O-])[O-].[K+].[K+].[NH:28]1[C:36]2[CH:35]=[CH:34][N:33]=[CH:32][C:31]=2[NH:30][C:29]1=[O:37].CNCCNC. (2) Given the product [N:27]([CH2:11][C:3]1[CH:4]=[C:5]([O:9][CH3:10])[CH:6]=[C:7]([F:8])[C:2]=1[F:1])=[N+:28]=[N-:29], predict the reactants needed to synthesize it. The reactants are: [F:1][C:2]1[C:7]([F:8])=[CH:6][C:5]([O:9][CH3:10])=[CH:4][C:3]=1[CH2:11]O.C1C=CC(P([N:27]=[N+:28]=[N-:29])(C2C=CC=CC=2)=O)=CC=1.C1CCN2C(=NCCC2)CC1. (3) Given the product [CH2:3]([C:2](=[CH:1][CH2:2][CH2:3][CH2:4][CH3:5])[CH:1]=[O:6])[CH2:4][CH3:5], predict the reactants needed to synthesize it. The reactants are: [CH:1](=[O:6])[CH2:2][CH2:3][CH2:4][CH3:5].[OH-].[Na+]. (4) Given the product [CH:14]1([N:11]2[CH2:12][CH2:13][N:8]([C:5]3[N:4]=[N:3][C:2]([C:29]4[CH:28]=[CH:27][C:26]([NH:40][C:41](=[O:43])[CH3:42])=[C:25]([O:24][CH3:23])[CH:30]=4)=[CH:7][CH:6]=3)[CH2:9][CH2:10]2)[CH2:16][CH2:15]1, predict the reactants needed to synthesize it. The reactants are: Cl[C:2]1[N:3]=[N:4][C:5]([N:8]2[CH2:13][CH2:12][N:11]([CH:14]3[CH2:16][CH2:15]3)[CH2:10][CH2:9]2)=[CH:6][CH:7]=1.C(=O)([O-])[O-].[Na+].[Na+].[CH3:23][O:24][C:25]1[CH:30]=[C:29](B2OC(C)(C)C(C)(C)O2)[CH:28]=[CH:27][C:26]=1[NH:40][C:41](=[O:43])[CH3:42]. (5) Given the product [C:21]([C:5]1[CH:4]=[C:3]([O:2][CH3:1])[CH:12]=[CH:11][C:6]=1[C:7]([O:9][CH3:10])=[O:8])#[C:22][CH2:23][CH2:24][CH2:25][CH2:26][CH2:27][CH2:28][CH2:29][CH3:30], predict the reactants needed to synthesize it. The reactants are: [CH3:1][O:2][C:3]1[CH:12]=[CH:11][C:6]([C:7]([O:9][CH3:10])=[O:8])=[C:5](OS(C(F)(F)F)(=O)=O)[CH:4]=1.[CH:21]#[C:22][CH2:23][CH2:24][CH2:25][CH2:26][CH2:27][CH2:28][CH2:29][CH3:30]. (6) Given the product [CH3:26][O:25][C:22]1[CH:23]=[C:24]2[C:19](=[CH:20][C:21]=1[O:27][CH3:28])[C:18]([CH2:29][C:30]1[CH:35]=[CH:34][N:33]=[CH:32][CH:31]=1)=[N:17][N:16]=[C:15]2[C:2]1[S:3][CH:4]=[CH:5][N:6]=1, predict the reactants needed to synthesize it. The reactants are: Br[C:2]1[S:3][CH:4]=[CH:5][N:6]=1.C1(C)C=CC=CC=1.Cl[C:15]1[C:24]2[C:19](=[CH:20][C:21]([O:27][CH3:28])=[C:22]([O:25][CH3:26])[CH:23]=2)[C:18]([CH2:29][C:30]2[CH:35]=[CH:34][N:33]=[CH:32][CH:31]=2)=[N:17][N:16]=1.C1(P(C2C=CC=CC=2)C2C=CC=CC=2)C=CC=CC=1. (7) Given the product [Cl:26][C:25]1[CH:24]=[CH:23][C:4]([O:5][CH:6]2[CH2:11][CH2:10][N:9]([S:12]([C:15]3[C:16]([CH3:22])=[N:17][N:18]([CH3:21])[C:19]=3[CH3:20])(=[O:14])=[O:13])[CH2:8][CH2:7]2)=[C:3]([F:54])[CH:2]=1, predict the reactants needed to synthesize it. The reactants are: Cl[C:2]1[CH:3]=[C:4]([CH:23]=[CH:24][C:25]=1[Cl:26])[O:5][CH:6]1[CH2:11][CH2:10][N:9]([S:12]([C:15]2[C:16]([CH3:22])=[N:17][N:18]([CH3:21])[C:19]=2[CH3:20])(=[O:14])=[O:13])[CH2:8][CH2:7]1.CN1C(C)=C(S(Cl)(=O)=O)C(C)=N1.Cl.ClC1C=CC(OC2CCNCC2)=C([F:54])C=1.